Dataset: Full USPTO retrosynthesis dataset with 1.9M reactions from patents (1976-2016). Task: Predict the reactants needed to synthesize the given product. (1) Given the product [NH2:18][C:9]1[C:8]2[N:7]=[C:6]([CH2:19][CH2:20][CH2:21][CH3:22])[N:5]([CH2:4][CH2:3][CH2:2][NH:1][C:23](=[O:30])[C:24]3[CH:29]=[CH:28][CH:27]=[CH:26][CH:25]=3)[C:17]=2[C:16]2[CH:15]=[CH:14][CH:13]=[CH:12][C:11]=2[N:10]=1, predict the reactants needed to synthesize it. The reactants are: [NH2:1][CH2:2][CH2:3][CH2:4][N:5]1[C:17]2[C:16]3[CH:15]=[CH:14][CH:13]=[CH:12][C:11]=3[N:10]=[C:9]([NH2:18])[C:8]=2[N:7]=[C:6]1[CH2:19][CH2:20][CH2:21][CH3:22].[C:23](Cl)(=[O:30])[C:24]1[CH:29]=[CH:28][CH:27]=[CH:26][CH:25]=1. (2) Given the product [Cl:1][C:2]1[C:3]([CH2:22][CH3:23])=[N:4][S:5][C:6]=1[NH:7][C:8](=[O:21])[CH:9]([C:11]1[CH:16]=[CH:15][C:14]([OH:17])=[C:13]([NH2:18])[CH:12]=1)[CH3:10], predict the reactants needed to synthesize it. The reactants are: [Cl:1][C:2]1[C:3]([CH2:22][CH3:23])=[N:4][S:5][C:6]=1[NH:7][C:8](=[O:21])[CH:9]([C:11]1[CH:16]=[CH:15][C:14]([OH:17])=[C:13]([N+:18]([O-])=O)[CH:12]=1)[CH3:10]. (3) Given the product [CH2:1]([O:3][C:4]1[CH:5]=[CH:6][C:7]([C:10]2[C:15]([N:16]3[CH2:22][CH2:21][CH:20]([C:29]4[CH:34]=[CH:33][C:32]([O:35][CH3:36])=[CH:31][CH:30]=4)[N:19]([CH3:24])[CH2:18][CH2:17]3)=[CH:14][CH:13]=[C:12]([O:25][CH3:26])[N:11]=2)=[CH:8][CH:9]=1)[CH3:2], predict the reactants needed to synthesize it. The reactants are: [CH2:1]([O:3][C:4]1[CH:9]=[CH:8][C:7]([C:10]2[C:15]([N:16]3[CH2:22][CH2:21][C:20](=O)[N:19]([CH3:24])[CH2:18][CH2:17]3)=[CH:14][CH:13]=[C:12]([O:25][CH3:26])[N:11]=2)=[CH:6][CH:5]=1)[CH3:2].Br[Mg][C:29]1[CH:34]=[CH:33][C:32]([O:35][CH3:36])=[CH:31][CH:30]=1.[B-]C#N.[Na+].[OH-].[Na+]. (4) Given the product [CH3:24][N:6]1[C:2]([CH3:1])([C:18]2[CH:23]=[CH:22][CH:21]=[CH:20][N:19]=2)[C:3](=[O:17])[N:4]([CH2:8][C:9](=[O:16])[C:10]2[CH:15]=[CH:14][CH:13]=[CH:12][CH:11]=2)[C:5]1=[O:7], predict the reactants needed to synthesize it. The reactants are: [CH3:1][C:2]1([C:18]2[CH:23]=[CH:22][CH:21]=[CH:20][N:19]=2)[NH:6][C:5](=[O:7])[N:4]([CH2:8][C:9](=[O:16])[C:10]2[CH:15]=[CH:14][CH:13]=[CH:12][CH:11]=2)[C:3]1=[O:17].[CH3:24]I. (5) Given the product [CH3:1][S:2][C:3]1[CH:11]=[CH:10][C:9]([N+:12]([O-:14])=[O:13])=[CH:8][C:4]=1[C:5]([O:7][CH3:15])=[O:6], predict the reactants needed to synthesize it. The reactants are: [CH3:1][S:2][C:3]1[CH:11]=[CH:10][C:9]([N+:12]([O-:14])=[O:13])=[CH:8][C:4]=1[C:5]([OH:7])=[O:6].[CH:15](N(CC)C(C)C)(C)C.CI.C(OCC)(=O)C.CCCCCC. (6) Given the product [ClH:26].[ClH:26].[C:24]([C:11]1([NH:14][C:15](=[O:16])[C:17]2[CH:22]=[C:21]([CH3:23])[CH:20]=[N:19][CH:18]=2)[CH2:12][CH2:13][NH:8][CH2:9][CH2:10]1)#[N:25], predict the reactants needed to synthesize it. The reactants are: C(OC([N:8]1[CH2:13][CH2:12][C:11]([C:24]#[N:25])([NH:14][C:15]([C:17]2[CH:18]=[N:19][CH:20]=[C:21]([CH3:23])[CH:22]=2)=[O:16])[CH2:10][CH2:9]1)=O)(C)(C)C.[ClH:26]. (7) Given the product [Br:1][C:2]1[C:3]([N:19]([CH3:24])[S:20]([CH3:23])(=[O:22])=[O:21])=[CH:4][C:5]2[O:9][C:8]([C:10]([NH:26][NH2:27])=[O:11])=[C:7]([C:14]([NH:15][CH3:16])=[O:17])[C:6]=2[CH:18]=1, predict the reactants needed to synthesize it. The reactants are: [Br:1][C:2]1[C:3]([N:19]([CH3:24])[S:20]([CH3:23])(=[O:22])=[O:21])=[CH:4][C:5]2[O:9][C:8]([C:10](OC)=[O:11])=[C:7]([C:14](=[O:17])[NH:15][CH3:16])[C:6]=2[CH:18]=1.O.[NH2:26][NH2:27].